Dataset: NCI-60 drug combinations with 297,098 pairs across 59 cell lines. Task: Regression. Given two drug SMILES strings and cell line genomic features, predict the synergy score measuring deviation from expected non-interaction effect. Drug 1: CC1=C(C=C(C=C1)NC(=O)C2=CC=C(C=C2)CN3CCN(CC3)C)NC4=NC=CC(=N4)C5=CN=CC=C5. Drug 2: CNC(=O)C1=NC=CC(=C1)OC2=CC=C(C=C2)NC(=O)NC3=CC(=C(C=C3)Cl)C(F)(F)F. Cell line: SK-OV-3. Synergy scores: CSS=-3.75, Synergy_ZIP=-0.222, Synergy_Bliss=-4.82, Synergy_Loewe=-4.17, Synergy_HSA=-5.37.